This data is from Forward reaction prediction with 1.9M reactions from USPTO patents (1976-2016). The task is: Predict the product of the given reaction. (1) Given the reactants [C:1]1([C@@H:7]([CH3:20])[CH2:8][N:9]2C(=O)C3C(=CC=CC=3)C2=O)[CH:6]=[CH:5][CH:4]=[CH:3][CH:2]=1.NN, predict the reaction product. The product is: [C:1]1([C@@H:7]([CH3:20])[CH2:8][NH2:9])[CH:6]=[CH:5][CH:4]=[CH:3][CH:2]=1. (2) Given the reactants Cl.[Cl:2][C:3]1[CH:8]=[CH:7][C:6]([C:9]2([C:15](O)=[O:16])[CH2:14][CH2:13][NH:12][CH2:11][CH2:10]2)=[CH:5][CH:4]=1.[H-].[H-].[H-].[H-].[Li+].[Al+3], predict the reaction product. The product is: [Cl:2][C:3]1[CH:8]=[CH:7][C:6]([C:9]2([CH2:15][OH:16])[CH2:14][CH2:13][NH:12][CH2:11][CH2:10]2)=[CH:5][CH:4]=1. (3) Given the reactants [C-]#N.[K+].[CH2:4]([N:6](CC)CC)C.[Cl:11][C:12]1[CH:21]=[CH:20][C:19]2[N+:18]([O-])=[CH:17][C:16]3[N:23]=[CH:24][N:25]([C:26]4[CH:31]=[CH:30][CH:29]=[CH:28][C:27]=4[Cl:32])[C:15]=3[C:14]=2[CH:13]=1, predict the reaction product. The product is: [Cl:11][C:12]1[CH:21]=[CH:20][C:19]2[N:18]=[C:17]([C:4]#[N:6])[C:16]3[N:23]=[CH:24][N:25]([C:26]4[CH:31]=[CH:30][CH:29]=[CH:28][C:27]=4[Cl:32])[C:15]=3[C:14]=2[CH:13]=1. (4) Given the reactants [CH3:1][C:2]1[CH:3]=[C:4]2[C:9](=[O:10])[O:8][C:6](=O)[C:5]2=[CH:11][CH:12]=1.Cl.[NH2:14][CH2:15][CH2:16][C:17]([O:19][CH2:20][CH3:21])=[O:18].C(N(CC)CC)C, predict the reaction product. The product is: [CH3:1][C:2]1[CH:3]=[C:4]2[C:5](=[CH:11][CH:12]=1)[C:6](=[O:8])[N:14]([CH2:15][CH2:16][C:17]([O:19][CH2:20][CH3:21])=[O:18])[C:9]2=[O:10].